From a dataset of Catalyst prediction with 721,799 reactions and 888 catalyst types from USPTO. Predict which catalyst facilitates the given reaction. (1) Reactant: Cl.[CH2:2]([N:9]1[CH2:14][CH2:13][CH:12]([C:15]([O:17]CC)=O)[C:11](=O)[CH2:10]1)[C:3]1[CH:8]=[CH:7][CH:6]=[CH:5][CH:4]=1.[NH2:21][C:22]([NH2:24])=[S:23].[CH3:25][O-].[Na+].IC. The catalyst class is: 5. Product: [CH2:2]([N:9]1[CH2:14][CH2:13][CH:12]2[C:11](=[N:21][C:22]([S:23][CH3:25])=[N:24][C:15]2=[O:17])[CH2:10]1)[C:3]1[CH:8]=[CH:7][CH:6]=[CH:5][CH:4]=1. (2) The catalyst class is: 54. Reactant: [Br:1][C:2]1[CH:11]=[CH:10][C:5]([C:6]([O:8][CH3:9])=[O:7])=[C:4]([NH:12][CH2:13][CH2:14][CH2:15][Cl:16])[C:3]=1[NH:17][C:18](=S)[NH:19][C:20]1[CH:25]=[CH:24][C:23]([Cl:26])=[CH:22][C:21]=1[Cl:27].Cl.C(N=C=NCCCN(C)C)C.C(N(CC)CC)C. Product: [Br:1][C:2]1[C:3]2[N:17]=[C:18]([NH:19][C:20]3[CH:25]=[CH:24][C:23]([Cl:26])=[CH:22][C:21]=3[Cl:27])[N:12]([CH2:13][CH2:14][CH2:15][Cl:16])[C:4]=2[C:5]([C:6]([O:8][CH3:9])=[O:7])=[CH:10][CH:11]=1. (3) Reactant: [C:1]1([CH2:7][N:8]2[CH2:17][CH2:16][C:15]3[C:14](O)=[N:13][C:12]([C:19]([F:22])([F:21])[F:20])=[N:11][C:10]=3[CH2:9]2)[CH:6]=[CH:5][CH:4]=[CH:3][CH:2]=1.C1(P(Cl)([Cl:31])=O)C=CC=CC=1.C(=O)(O)[O-].[Na+].C. Product: [Cl:31][C:14]1[C:15]2[CH2:16][CH2:17][N:8]([CH2:7][C:1]3[CH:6]=[CH:5][CH:4]=[CH:3][CH:2]=3)[CH2:9][C:10]=2[N:11]=[C:12]([C:19]([F:22])([F:21])[F:20])[N:13]=1. The catalyst class is: 195. (4) Reactant: Cl.[Cl:2][C:3]1[CH:8]=[CH:7][CH:6]=[C:5]([Cl:9])[C:4]=1[CH2:10][C:11](=[NH:13])[NH2:12].[Na].[C:15](OCC)(=[O:22])[CH2:16][C:17](OCC)=[O:18]. Product: [Cl:2][C:3]1[CH:8]=[CH:7][CH:6]=[C:5]([Cl:9])[C:4]=1[CH2:10][C:11]1[N:12]=[C:17]([OH:18])[CH:16]=[C:15]([OH:22])[N:13]=1. The catalyst class is: 8. (5) Reactant: [CH3:1]/[CH:2]=[CH:3]/[C:4]([CH:6]1[C:11]([CH3:13])([CH3:12])[CH2:10][CH:9]=[CH:8][CH:7]1[CH3:14])=[O:5].[SH:15][CH2:16][CH:17]([CH3:21])[C:18]([OH:20])=[O:19]. Product: [CH3:21][CH:17]([CH2:16][S:15][CH:2]([CH2:3][C:4](=[O:5])[CH:6]1[C:11]([CH3:12])([CH3:13])[CH2:10][CH:9]=[CH:8][CH:7]1[CH3:14])[CH3:1])[C:18]([OH:20])=[O:19]. The catalyst class is: 237. (6) Reactant: [CH2:1]([O:8][NH:9][C:10](=[O:32])[CH2:11][C@H:12]([C:22]1[O:23][C:24]([CH3:31])=[C:25]([C:27]([O:29]C)=O)[N:26]=1)[CH2:13][CH2:14][CH2:15][CH:16]1[CH2:21][CH2:20][CH2:19][CH2:18][CH2:17]1)[C:2]1[CH:7]=[CH:6][CH:5]=[CH:4][CH:3]=1.O.ON1C2C=CC=CC=2N=N1.[CH3:44][N:45]1CCOC[CH2:46]1.Cl.CN(C)CCCN=C=NCC.Cl.CNC. Product: [NH3:9].[CH2:1]([O:8][NH:9][C:10](=[O:32])[CH2:11][C@H:12]([C:22]1[O:23][C:24]([CH3:31])=[C:25]([C:27]([N:45]([CH3:46])[CH3:44])=[O:29])[N:26]=1)[CH2:13][CH2:14][CH2:15][CH:16]1[CH2:21][CH2:20][CH2:19][CH2:18][CH2:17]1)[C:2]1[CH:7]=[CH:6][CH:5]=[CH:4][CH:3]=1. The catalyst class is: 4. (7) Reactant: [Br:1][C:2]1[C:7]([O:8][CH3:9])=[CH:6][CH:5]=[CH:4][C:3]=1[O:10][CH3:11].[Br:12]N1C(=O)CCC1=O. The catalyst class is: 10. Product: [Br:1][C:2]1[C:7]([O:8][CH3:9])=[CH:6][CH:5]=[C:4]([Br:12])[C:3]=1[O:10][CH3:11]. (8) Reactant: [CH2:1]([O:8][C:9]1[CH:10]=[C:11]([CH2:19][CH2:20][C:21]([O:23][CH2:24][CH3:25])=[O:22])[CH:12]=[CH:13][C:14]=1[O:15]COC)[C:2]1[CH:7]=[CH:6][CH:5]=[CH:4][CH:3]=1. Product: [CH2:1]([O:8][C:9]1[CH:10]=[C:11]([CH2:19][CH2:20][C:21]([O:23][CH2:24][CH3:25])=[O:22])[CH:12]=[CH:13][C:14]=1[OH:15])[C:2]1[CH:3]=[CH:4][CH:5]=[CH:6][CH:7]=1. The catalyst class is: 502. (9) Reactant: [OH:1][C:2]1[CH:7]=[C:6]([O:8][CH2:9][CH2:10][O:11][CH3:12])[CH:5]=[CH:4][C:3]=1/[CH:13]=[CH:14]/[C:15]([O:17][CH2:18][CH3:19])=[O:16].Cl[C:21]1[N:22]=[N:23][C:24]([C:27]([F:30])([F:29])[F:28])=[CH:25][CH:26]=1.C(=O)([O-])[O-].[K+].[K+].O. Product: [CH3:12][O:11][CH2:10][CH2:9][O:8][C:6]1[CH:5]=[CH:4][C:3](/[CH:13]=[CH:14]/[C:15]([O:17][CH2:18][CH3:19])=[O:16])=[C:2]([O:1][C:21]2[N:22]=[N:23][C:24]([C:27]([F:30])([F:29])[F:28])=[CH:25][CH:26]=2)[CH:7]=1. The catalyst class is: 9. (10) Reactant: [NH:1]1[C:9]2[C:4](=[CH:5][CH:6]=[C:7]([CH:10]=[O:11])[CH:8]=2)[CH:3]=[CH:2]1.C(Cl)Cl.[CH3:15][C:16](Cl)=[O:17].CCN(CC)CC. Product: [C:16]([N:1]1[C:9]2[C:4](=[CH:5][CH:6]=[C:7]([CH:10]=[O:11])[CH:8]=2)[CH:3]=[CH:2]1)(=[O:17])[CH3:15]. The catalyst class is: 25.